From a dataset of Full USPTO retrosynthesis dataset with 1.9M reactions from patents (1976-2016). Predict the reactants needed to synthesize the given product. (1) The reactants are: [NH:1]=[CH:2][C:3]1[CH:8]=[CH:7][C:6]([CH2:9][C:10]([O:12][CH2:13][CH3:14])=[O:11])=[CH:5][CH:4]=1.[H-].[Na+].I[CH3:18]. Given the product [C:2]([C:3]1[CH:8]=[CH:7][C:6]([CH:9]([CH3:18])[C:10]([O:12][CH2:13][CH3:14])=[O:11])=[CH:5][CH:4]=1)#[N:1], predict the reactants needed to synthesize it. (2) The reactants are: Br.[NH2:2][C@H:3]([C:14]([OH:16])=[O:15])[CH2:4][C:5]1[C:13]2[C:8](=[CH:9][CH:10]=[CH:11][CH:12]=2)[NH:7][CH:6]=1.N1([C:29](=O)[C:28]2N(C)C=N[C:23]=2N(C)C1=O)C.C1(C)CCC(C(C)C)C(O)C1. Given the product [CH:28]([O:15][C:14](=[O:16])[C@H:3]([CH2:4][C:5]1[C:13]2[C:8](=[CH:9][CH:10]=[CH:11][CH:12]=2)[NH:7][CH:6]=1)[NH2:2])([CH3:29])[CH3:23], predict the reactants needed to synthesize it. (3) Given the product [Br:10][C:11]1[CH:16]=[CH:15][C:14]([C:4]2[CH:5]=[CH:6][N:1]=[CH:2][CH:3]=2)=[CH:13][CH:12]=1, predict the reactants needed to synthesize it. The reactants are: [N:1]1[CH:6]=[CH:5][C:4](B(O)O)=[CH:3][CH:2]=1.[Br:10][C:11]1[CH:16]=[CH:15][C:14](I)=[CH:13][CH:12]=1.C([O-])([O-])=O.[Na+].[Na+].